This data is from Full USPTO retrosynthesis dataset with 1.9M reactions from patents (1976-2016). The task is: Predict the reactants needed to synthesize the given product. (1) Given the product [Cl:1][C:2]1[CH:7]=[CH:6][C:5]([CH2:8][C:9]([N:19]2[CH2:23][CH2:22][C:21]([C:24]3[CH:29]=[CH:28][C:27]([OH:30])=[CH:26][CH:25]=3)=[N:20]2)=[O:11])=[CH:4][C:3]=1[F:12], predict the reactants needed to synthesize it. The reactants are: [Cl:1][C:2]1[CH:7]=[CH:6][C:5]([CH2:8][C:9]([OH:11])=O)=[CH:4][C:3]=1[F:12].C(Cl)(=O)C(Cl)=O.[NH:19]1[CH2:23][CH2:22][C:21]([C:24]2[CH:29]=[CH:28][C:27]([OH:30])=[CH:26][CH:25]=2)=[N:20]1. (2) Given the product [NH2:1][C:2]1[N:7]=[CH:6][N:5]=[C:4]2[N:8]([CH:28]3[CH2:29][CH2:30][CH2:31][CH2:32]3)[N:9]=[C:10]([C:11]3[CH:16]=[CH:15][C:14]([C:17]([C:19]4[S:20][C:21]5[CH:27]=[CH:26][CH:25]=[CH:24][C:22]=5[N:23]=4)=[O:18])=[CH:13][CH:12]=3)[C:3]=12, predict the reactants needed to synthesize it. The reactants are: [NH2:1][C:2]1[N:7]=[CH:6][N:5]=[C:4]2[N:8]([CH:28]3[CH2:32][CH2:31][CH2:30][CH2:29]3)[N:9]=[C:10]([C:11]3[CH:16]=[CH:15][C:14]([CH:17]([C:19]4[S:20][C:21]5[CH:27]=[CH:26][CH:25]=[CH:24][C:22]=5[N:23]=4)[OH:18])=[CH:13][CH:12]=3)[C:3]=12. (3) The reactants are: Br[C:2]1[N:6]([CH2:7][CH3:8])[C:5]2[CH:9]([C:21]3[CH:26]=[CH:25][C:24]([Cl:27])=[CH:23][CH:22]=3)[N:10]([C:13]3[CH:18]=[C:17]([Cl:19])[CH:16]=[CH:15][C:14]=3[CH3:20])[C:11](=[O:12])[C:4]=2[CH:3]=1.[CH3:28][O:29][C:30]1[N:35]=[C:34]([O:36][CH3:37])[C:33](B(O)O)=[CH:32][N:31]=1.BrC1N(C(C)C)C2C(C3C=CC(Cl)=CC=3)N(C3C=C(Cl)C=CC=3C)C(=O)C=2C=1.COC1C(B2OC(C)(C)C(C)(C)O2)=CN=C(N)N=1. Given the product [Cl:19][C:17]1[CH:16]=[CH:15][C:14]([CH3:20])=[C:13]([N:10]2[C:11](=[O:12])[C:4]3[CH:3]=[C:2]([C:33]4[C:34]([O:36][CH3:37])=[N:35][C:30]([O:29][CH3:28])=[N:31][CH:32]=4)[N:6]([CH2:7][CH3:8])[C:5]=3[CH:9]2[C:21]2[CH:26]=[CH:25][C:24]([Cl:27])=[CH:23][CH:22]=2)[CH:18]=1, predict the reactants needed to synthesize it. (4) Given the product [F:25][C:26]1[CH:31]=[CH:30][C:29]([NH:32][C:33]2[C:34]3[C:41]([CH3:42])=[C:40]([C:43]([NH:2][CH3:1])=[O:45])[S:39][C:35]=3[N:36]=[CH:37][N:38]=2)=[C:28]([O:47][CH:48]2[CH2:49][CH2:50][O:51][CH2:52][CH2:53]2)[CH:27]=1, predict the reactants needed to synthesize it. The reactants are: [CH3:1][N:2](C(ON1N=NC2C=CC=NC1=2)=[N+](C)C)C.F[P-](F)(F)(F)(F)F.[F:25][C:26]1[CH:31]=[CH:30][C:29]([NH:32][C:33]2[C:34]3[C:41]([CH3:42])=[C:40]([C:43]([O:45]C)=O)[S:39][C:35]=3[N:36]=[CH:37][N:38]=2)=[C:28]([O:47][CH:48]2[CH2:53][CH2:52][O:51][CH2:50][CH2:49]2)[CH:27]=1.CCN(C(C)C)C(C)C.CN.